Predict the reactants needed to synthesize the given product. From a dataset of Full USPTO retrosynthesis dataset with 1.9M reactions from patents (1976-2016). (1) Given the product [CH3:47][O:46][C:44](=[O:45])[C:17]1[CH:16]=[C:15]([C:29]2[O:33][N:32]=[C:31]([CH3:34])[C:30]=2[C:35]2[CH:40]=[CH:39][C:38]([O:41][CH3:42])=[CH:37][CH:36]=2)[C:14]([O:13][CH2:6][C:7]2[CH:12]=[CH:11][CH:10]=[CH:9][CH:8]=2)=[CH:19][C:18]=1[O:20][CH2:21][C:22]1[CH:27]=[CH:26][CH:25]=[CH:24][CH:23]=1, predict the reactants needed to synthesize it. The reactants are: C([Li])CCC.[CH2:6]([O:13][C:14]1[CH:19]=[C:18]([O:20][CH2:21][C:22]2[CH:27]=[CH:26][CH:25]=[CH:24][CH:23]=2)[C:17](Br)=[CH:16][C:15]=1[C:29]1[O:33][N:32]=[C:31]([CH3:34])[C:30]=1[C:35]1[CH:40]=[CH:39][C:38]([O:41][CH3:42])=[CH:37][CH:36]=1)[C:7]1[CH:12]=[CH:11][CH:10]=[CH:9][CH:8]=1.Cl[C:44]([O:46][CH3:47])=[O:45]. (2) Given the product [OH:47][CH2:46][CH2:48][NH:49][C:40]([CH:37]1[CH2:38][CH2:39][N:34]([C:32]([N:12]2[C@@:13]([C:25]3[CH:26]=[CH:27][C:28]([Cl:31])=[CH:29][CH:30]=3)([CH3:24])[C@@:14]([C:17]3[CH:18]=[CH:19][C:20]([Cl:23])=[CH:21][CH:22]=3)([CH3:16])[N:15]=[C:11]2[C:8]2[CH:9]=[N:10][C:5]([C:1]([CH3:2])([CH3:4])[CH3:3])=[CH:6][C:7]=2[O:43][CH2:44][CH3:45])=[O:33])[CH2:35][CH2:36]1)=[O:42], predict the reactants needed to synthesize it. The reactants are: [C:1]([C:5]1[N:10]=[CH:9][C:8]([C:11]2[N:12]([C:32]([N:34]3[CH2:39][CH2:38][CH:37]([C:40]([OH:42])=O)[CH2:36][CH2:35]3)=[O:33])[C@@:13]([C:25]3[CH:30]=[CH:29][C:28]([Cl:31])=[CH:27][CH:26]=3)([CH3:24])[C@@:14]([C:17]3[CH:22]=[CH:21][C:20]([Cl:23])=[CH:19][CH:18]=3)([CH3:16])[N:15]=2)=[C:7]([O:43][CH2:44][CH3:45])[CH:6]=1)([CH3:4])([CH3:3])[CH3:2].[CH2:46]([CH2:48][NH2:49])[OH:47]. (3) Given the product [C:28]([C:25]1[CH:24]=[CH:23][C:22]([O:21][CH2:16][CH2:15][CH2:14][O:13][C:10]2[CH:9]=[CH:8][C:7]([CH2:6][C@H:5]([O:18][CH3:19])[C:4]([OH:3])=[O:20])=[CH:12][CH:11]=2)=[CH:27][CH:26]=1)(=[O:32])[CH:29]([CH3:31])[CH3:30], predict the reactants needed to synthesize it. The reactants are: C([O:3][C:4](=[O:20])[C@@H:5]([O:18][CH3:19])[CH2:6][C:7]1[CH:12]=[CH:11][C:10]([O:13][CH2:14][CH2:15][CH2:16]Br)=[CH:9][CH:8]=1)C.[OH:21][C:22]1[CH:27]=[CH:26][C:25]([C:28](=[O:32])[CH:29]([CH3:31])[CH3:30])=[CH:24][CH:23]=1.[OH-].[Na+]. (4) Given the product [Br:17][C:18]1[S:22][C:21]([C:11]2[CH:10]=[C:9]([C:4]3[CH:5]=[CH:6][C:7]([Cl:8])=[C:2]([Cl:1])[CH:3]=3)[CH:14]=[C:13]([CH3:15])[N:12]=2)=[CH:20][CH:19]=1, predict the reactants needed to synthesize it. The reactants are: [Cl:1][C:2]1[CH:3]=[C:4]([C:9]2[CH:14]=[C:13]([CH3:15])[N:12]=[C:11](I)[CH:10]=2)[CH:5]=[CH:6][C:7]=1[Cl:8].[Br:17][C:18]1[S:22][C:21](B(O)O)=[CH:20][CH:19]=1. (5) Given the product [F:1][C:2]1[CH:3]=[C:4]([S:9]([C:12]2[CH:13]=[C:14]3[C:18](=[CH:19][CH:20]=2)[N:17]([C:21]([C:28]2[CH:29]=[CH:30][CH:31]=[CH:32][CH:33]=2)([C:22]2[CH:27]=[CH:26][CH:25]=[CH:24][CH:23]=2)[C:34]2[CH:39]=[CH:38][CH:37]=[CH:36][CH:35]=2)[N:16]=[C:15]3[NH:40][C:41](=[O:51])[C:42]2[CH:50]=[CH:49][C:45]([C:46]([N:82]3[CH2:83][CH2:84][CH:79]([N:74]4[CH2:78][CH2:77][CH2:76][CH2:75]4)[CH2:80][CH2:81]3)=[O:47])=[CH:44][CH:43]=2)(=[O:10])=[O:11])[CH:5]=[C:6]([F:8])[CH:7]=1, predict the reactants needed to synthesize it. The reactants are: [F:1][C:2]1[CH:3]=[C:4]([S:9]([C:12]2[CH:13]=[C:14]3[C:18](=[CH:19][CH:20]=2)[N:17]([C:21]([C:34]2[CH:39]=[CH:38][CH:37]=[CH:36][CH:35]=2)([C:28]2[CH:33]=[CH:32][CH:31]=[CH:30][CH:29]=2)[C:22]2[CH:27]=[CH:26][CH:25]=[CH:24][CH:23]=2)[N:16]=[C:15]3[NH:40][C:41](=[O:51])[C:42]2[CH:50]=[CH:49][C:45]([C:46](O)=[O:47])=[CH:44][CH:43]=2)(=[O:11])=[O:10])[CH:5]=[C:6]([F:8])[CH:7]=1.Cl.C(N=C=NCCCN(C)C)C.ON1C2C=CC=CC=2N=N1.[N:74]1([CH:79]2[CH2:84][CH2:83][NH:82][CH2:81][CH2:80]2)[CH2:78][CH2:77][CH2:76][CH2:75]1. (6) Given the product [CH3:3][NH:4][CH2:5][CH2:6][C@@H:7]([C:9]1[S:10][CH:11]=[CH:12][CH:13]=1)[OH:8], predict the reactants needed to synthesize it. The reactants are: CO[CH2:3][NH:4][CH2:5][CH2:6][C@@H:7]([C:9]1[S:10][CH:11]=[CH:12][CH:13]=1)[OH:8]. (7) Given the product [CH3:24][C:22]1[NH:21][N:20]=[C:19]([NH:18][C:16]2[C:15]3[C:10](=[CH:11][CH:12]=[CH:13][CH:14]=3)[C:9](=[O:25])[N:8]([C:5]3[CH:6]=[CH:7][C:2]([NH:1][C:26](=[O:28])[CH3:27])=[CH:3][CH:4]=3)[N:17]=2)[CH:23]=1, predict the reactants needed to synthesize it. The reactants are: [NH2:1][C:2]1[CH:7]=[CH:6][C:5]([N:8]2[N:17]=[C:16]([NH:18][C:19]3[CH:23]=[C:22]([CH3:24])[NH:21][N:20]=3)[C:15]3[C:10](=[CH:11][CH:12]=[CH:13][CH:14]=3)[C:9]2=[O:25])=[CH:4][CH:3]=1.[C:26](Cl)(=[O:28])[CH3:27].